This data is from Peptide-MHC class I binding affinity with 185,985 pairs from IEDB/IMGT. The task is: Regression. Given a peptide amino acid sequence and an MHC pseudo amino acid sequence, predict their binding affinity value. This is MHC class I binding data. (1) The peptide sequence is KQYLNLYPV. The MHC is HLA-A02:06 with pseudo-sequence HLA-A02:06. The binding affinity (normalized) is 0.778. (2) The peptide sequence is GSEEIKSLF. The MHC is HLA-B08:02 with pseudo-sequence HLA-B08:02. The binding affinity (normalized) is 0.0847. (3) The peptide sequence is GLLEAGNSL. The MHC is HLA-A02:11 with pseudo-sequence HLA-A02:11. The binding affinity (normalized) is 0.936. (4) The peptide sequence is EGFDPRALI. The MHC is HLA-A02:11 with pseudo-sequence HLA-A02:11. The binding affinity (normalized) is 0.0847. (5) The peptide sequence is QGMSPSYVK. The MHC is Mamu-B8301 with pseudo-sequence Mamu-B8301. The binding affinity (normalized) is 0.430. (6) The peptide sequence is TEAILQLGDL. The MHC is HLA-B40:02 with pseudo-sequence HLA-B40:02. The binding affinity (normalized) is 0.368. (7) The peptide sequence is KRFLNGAKY. The MHC is HLA-B07:02 with pseudo-sequence HLA-B07:02. The binding affinity (normalized) is 0.0847.